This data is from Peptide-MHC class I binding affinity with 185,985 pairs from IEDB/IMGT. The task is: Regression. Given a peptide amino acid sequence and an MHC pseudo amino acid sequence, predict their binding affinity value. This is MHC class I binding data. (1) The peptide sequence is IHFMREYWF. The MHC is HLA-B15:01 with pseudo-sequence HLA-B15:01. The binding affinity (normalized) is 0.183. (2) The binding affinity (normalized) is 0.0847. The MHC is HLA-B39:01 with pseudo-sequence HLA-B39:01. The peptide sequence is FLRKNQRAL.